From a dataset of Forward reaction prediction with 1.9M reactions from USPTO patents (1976-2016). Predict the product of the given reaction. (1) Given the reactants [CH3:1][O:2][C:3]([NH:5][CH2:6][CH2:7][CH2:8][N:9]([C:21]1[CH:26]=[CH:25][CH:24]=[C:23]([Cl:27])[CH:22]=1)[CH2:10][CH2:11][N:12](C)[C:13](=O)OC(C)(C)C)=[O:4].C(=O)(O)[O-].[Na+], predict the reaction product. The product is: [Cl:27][C:23]1[CH:22]=[C:21]([N:9]([CH2:10][CH2:11][NH:12][CH3:13])[CH2:8][CH2:7][CH2:6][NH:5][C:3](=[O:4])[O:2][CH3:1])[CH:26]=[CH:25][CH:24]=1. (2) Given the reactants Cl[CH2:2][CH2:3][CH2:4][S:5]([N:8]1[CH2:13][CH2:12][CH:11]([C:14]2[C:22]3[C:17](=[C:18]([C:29]([NH2:31])=[O:30])[CH:19]=[C:20]([C:23]4[CH:28]=[CH:27][CH:26]=[CH:25][CH:24]=4)[CH:21]=3)[NH:16][CH:15]=2)[CH2:10][CH2:9]1)(=[O:7])=[O:6].[CH3:32][O:33][C:34]1[CH:35]=[C:36]([OH:40])[CH:37]=[CH:38][CH:39]=1.C([O-])([O-])=O.[K+].[K+], predict the reaction product. The product is: [CH3:32][O:33][C:34]1[CH:35]=[C:36]([O:40][CH2:2][CH2:3][CH2:4][S:5]([N:8]2[CH2:13][CH2:12][CH:11]([C:14]3[C:22]4[C:17](=[C:18]([C:29]([NH2:31])=[O:30])[CH:19]=[C:20]([C:23]5[CH:28]=[CH:27][CH:26]=[CH:25][CH:24]=5)[CH:21]=4)[NH:16][CH:15]=3)[CH2:10][CH2:9]2)(=[O:7])=[O:6])[CH:37]=[CH:38][CH:39]=1. (3) Given the reactants Cl[C:2]1[CH:3]=[CH:4][C:5]([C:8]2[CH:13]=[CH:12][CH:11]=[CH:10][CH:9]=2)=[N:6][CH:7]=1.[CH2:14]([Mg]Br)[CH3:15], predict the reaction product. The product is: [CH2:14]([C:2]1[CH:3]=[CH:4][C:5]([C:8]2[CH:13]=[CH:12][CH:11]=[CH:10][CH:9]=2)=[N:6][CH:7]=1)[CH3:15].